This data is from Forward reaction prediction with 1.9M reactions from USPTO patents (1976-2016). The task is: Predict the product of the given reaction. (1) Given the reactants Br[CH2:2][CH2:3][CH2:4][CH:5]=[CH2:6].[CH:7]1([NH2:10])[CH2:9][CH2:8]1, predict the reaction product. The product is: [CH2:2]([NH:10][CH:7]1[CH2:9][CH2:8]1)[CH2:3][CH2:4][CH:5]=[CH2:6]. (2) Given the reactants [CH:1]([C:3]1[CH:8]=[CH:7][N:6]=[CH:5][C:4]=1[NH:9][C:10](=O)OC(C)(C)C)=O.C(OC=[CH:21][C:22]([O:24][CH2:25][CH3:26])=[O:23])C.C(O)(C(F)(F)F)=O, predict the reaction product. The product is: [N:9]1[C:4]2[C:3](=[CH:8][CH:7]=[N:6][CH:5]=2)[CH:1]=[C:21]([C:22]([O:24][CH2:25][CH3:26])=[O:23])[CH:10]=1. (3) Given the reactants [NH2:1][C:2]1[CH:10]=[C:9]2[C:5](C[CH2:7][C:8]2=O)=[CH:4][CH:3]=1.[C:12](=[O:15])([O-])O.[Na+].[Cl:17][C:18]1[N:19]=[C:20]2[N:24]([C:25]=1[S:26](Cl)(=[O:28])=[O:27])[CH:23]=[CH:22][S:21]2.C(Cl)(Cl)Cl.CO, predict the reaction product. The product is: [O:15]=[C:12]1[C:5]2[C:9](=[CH:10][C:2]([NH:1][S:26]([C:25]3[N:24]4[C:20]([S:21][CH:22]=[CH:23]4)=[N:19][C:18]=3[Cl:17])(=[O:27])=[O:28])=[CH:3][CH:4]=2)[CH2:8][CH2:7]1. (4) Given the reactants C[O:2][C:3]([C:5]1[N:6]=[C:7]([NH2:14])[S:8][C:9]=1[C:10]1([CH3:13])[CH2:12][CH2:11]1)=[O:4].[C:15](O[C:15]([O:17][C:18]([CH3:21])([CH3:20])[CH3:19])=[O:16])([O:17][C:18]([CH3:21])([CH3:20])[CH3:19])=[O:16].C[Si](C)(C)[O-].[K+], predict the reaction product. The product is: [C:18]([O:17][C:15]([NH:14][C:7]1[S:8][C:9]([C:10]2([CH3:13])[CH2:12][CH2:11]2)=[C:5]([C:3]([OH:2])=[O:4])[N:6]=1)=[O:16])([CH3:21])([CH3:20])[CH3:19]. (5) The product is: [CH3:1][O:2][C:3](=[O:26])[CH2:4][C@H:5]1[C:9]2[CH:10]=[CH:11][C:12]([O:14][C@H:15]3[C:23]4[C:18](=[C:19]([O:25][C:34]5[CH:35]=[CH:36][C:30]6[S:29][C:28]([CH3:27])=[N:32][C:31]=6[CH:33]=5)[CH:20]=[CH:21][C:22]=4[F:24])[CH2:17][CH2:16]3)=[CH:13][C:8]=2[O:7][CH2:6]1. Given the reactants [CH3:1][O:2][C:3](=[O:26])[CH2:4][C@H:5]1[C:9]2[CH:10]=[CH:11][C:12]([O:14][C@H:15]3[C:23]4[C:18](=[C:19]([OH:25])[CH:20]=[CH:21][C:22]=4[F:24])[CH2:17][CH2:16]3)=[CH:13][C:8]=2[O:7][CH2:6]1.[CH3:27][C:28]1[S:29][C:30]2[CH:36]=[CH:35][C:34](B(O)O)=[CH:33][C:31]=2[N:32]=1, predict the reaction product. (6) The product is: [Cl:1][C:2]1[N:3]=[C:4]([C:24]2[CH:25]=[CH:26][C:27]([CH3:29])=[CH:28][C:23]=2[CH3:22])[C:5]2[C:10]([C:11]#[N:12])=[CH:9][N:8]([CH2:13][O:14][CH2:15][CH2:16][Si:17]([CH3:20])([CH3:19])[CH3:18])[C:6]=2[N:7]=1. Given the reactants [Cl:1][C:2]1[N:3]=[C:4](Cl)[C:5]2[C:10]([C:11]#[N:12])=[CH:9][N:8]([CH2:13][O:14][CH2:15][CH2:16][Si:17]([CH3:20])([CH3:19])[CH3:18])[C:6]=2[N:7]=1.[CH3:22][C:23]1[CH:28]=[C:27]([CH3:29])[CH:26]=[CH:25][C:24]=1B(O)O.C([O-])([O-])=O.[K+].[K+], predict the reaction product.